Dataset: Catalyst prediction with 721,799 reactions and 888 catalyst types from USPTO. Task: Predict which catalyst facilitates the given reaction. (1) Reactant: [C@H:1]12[CH2:7][C@H:4]([NH:5][CH2:6]1)[CH2:3][N:2]2[C:8]([O:10][C:11]([CH3:14])([CH3:13])[CH3:12])=[O:9].Br[CH2:16][C:17]1[CH:26]=[CH:25][C:20]([C:21]([O:23][CH3:24])=[O:22])=[CH:19][CH:18]=1.C(N(CC)CC)C.C(=O)(O)[O-].[Na+]. Product: [CH3:24][O:23][C:21]([C:20]1[CH:25]=[CH:26][C:17]([CH2:16][N:5]2[CH2:6][C@@H:1]3[CH2:7][C@H:4]2[CH2:3][N:2]3[C:8]([O:10][C:11]([CH3:14])([CH3:13])[CH3:12])=[O:9])=[CH:18][CH:19]=1)=[O:22]. The catalyst class is: 7. (2) Reactant: [Si]([O:18][CH2:19][C:20]([CH3:53])([CH3:52])[CH2:21][NH:22][C@@H:23]([C:25]1[CH:30]=[CH:29][C:28]([C:31]2[C:40]([C:41]3[CH:46]=[CH:45][CH:44]=[CH:43][CH:42]=3)=[CH:39][C:38]3[C:33](=[CH:34][CH:35]=[N:36][C:37]=3[C:47]3[CH:48]=[N:49][NH:50][CH:51]=3)[N:32]=2)=[CH:27][CH:26]=1)[CH3:24])(C(C)(C)C)(C1C=CC=CC=1)C1C=CC=CC=1.[F-].C([N+](CCCC)(CCCC)CCCC)CCC.C(OCC)(=O)C. Product: [CH3:53][C:20]([CH3:52])([CH2:21][NH:22][C@@H:23]([C:25]1[CH:30]=[CH:29][C:28]([C:31]2[C:40]([C:41]3[CH:42]=[CH:43][CH:44]=[CH:45][CH:46]=3)=[CH:39][C:38]3[C:33](=[CH:34][CH:35]=[N:36][C:37]=3[C:47]3[CH:48]=[N:49][NH:50][CH:51]=3)[N:32]=2)=[CH:27][CH:26]=1)[CH3:24])[CH2:19][OH:18]. The catalyst class is: 1. (3) Reactant: C(OP(O[CH2:10][C:11]1[O:15][N:14]=[C:13]([C:16]([O:18][CH2:19][CH3:20])=[O:17])[CH:12]=1)(OCC)=O)C.[F:21][C:22]1[CH:23]=[C:24](B(O)O)[CH:25]=[C:26]([F:28])[CH:27]=1.C(=O)([O-])[O-].[K+].[K+].C1(P(C2C=CC=CC=2)C2C=CC=CC=2)C=CC=CC=1. Product: [F:21][C:22]1[CH:23]=[C:24]([CH:25]=[C:26]([F:28])[CH:27]=1)[CH2:10][C:11]1[O:15][N:14]=[C:13]([C:16]([O:18][CH2:19][CH3:20])=[O:17])[CH:12]=1. The catalyst class is: 706. (4) Reactant: [F:1][C:2]([F:29])([F:28])[C:3]([CH2:19][C:20]1[CH:25]=[CH:24][CH:23]=[CH:22][C:21]=1[O:26]C)([OH:18])[CH:4]=[N:5][C:6]1[CH:15]=[C:14]([F:16])[CH:13]=[C:12]2[C:7]=1[CH:8]=[N:9][C:10]([CH3:17])=[N:11]2.B(Br)(Br)Br. Product: [F:16][C:14]1[CH:13]=[C:12]2[C:7]([CH:8]=[N:9][C:10]([CH3:17])=[N:11]2)=[C:6]([NH:5][CH:4]2[C:3]([C:2]([F:29])([F:28])[F:1])([OH:18])[CH2:19][C:20]3[C:21](=[CH:22][CH:23]=[CH:24][CH:25]=3)[O:26]2)[CH:15]=1. The catalyst class is: 4. (5) Reactant: [CH3:1][O:2][C:3](=[O:34])[CH2:4][C@H:5]1[C:9]2[CH:10]=[CH:11][C:12]([O:14][C@H:15]3[C:23]4[C:18](=[C:19]([O:25][C:26]5[CH:31]=[CH:30][C:29]([C:32]#[N:33])=[CH:28][CH:27]=5)[CH:20]=[CH:21][C:22]=4[F:24])[CH2:17][CH2:16]3)=[CH:13][C:8]=2[O:7][CH2:6]1.[N-:35]=[N+:36]=[N-:37].[Na+].[Cl-].[NH4+].N([O-])=O.[Na+].Cl. Product: [CH3:1][O:2][C:3](=[O:34])[CH2:4][C@H:5]1[C:9]2[CH:10]=[CH:11][C:12]([O:14][C@H:15]3[C:23]4[C:18](=[C:19]([O:25][C:26]5[CH:27]=[CH:28][C:29]([C:32]6[NH:37][N:36]=[N:35][N:33]=6)=[CH:30][CH:31]=5)[CH:20]=[CH:21][C:22]=4[F:24])[CH2:17][CH2:16]3)=[CH:13][C:8]=2[O:7][CH2:6]1. The catalyst class is: 35.